This data is from Reaction yield outcomes from USPTO patents with 853,638 reactions. The task is: Predict the reaction yield, written as a fraction of the theoretical maximum amount of product (1.0 means a 100% yield; for example, 0.34 means a 34% yield). (1) The yield is 0.440. The catalyst is O1CCOCC1.C([O-])(=O)C.C([O-])(=O)C.[Pd+2]. The reactants are Br[C:2]1[CH:3]=[CH:4][C:5]([N+:10]([O-:12])=[O:11])=[C:6]([O:8][CH3:9])[CH:7]=1.[C:13]([N:16]1[CH2:21][CH2:20][NH:19][CH2:18][CH2:17]1)(=[O:15])[CH3:14].C(=O)([O-])[O-].[Cs+].[Cs+].C(P(C(C)(C)C)C1C=CC=CC=1C1C=CC=CC=1)(C)(C)C. The product is [CH3:9][O:8][C:6]1[CH:7]=[CH:2][C:3]([N:19]2[CH2:20][CH2:21][N:16]([C:13](=[O:15])[CH3:14])[CH2:17][CH2:18]2)=[CH:4][C:5]=1[N+:10]([O-:12])=[O:11]. (2) The reactants are [C:1]1([CH:7]([C:13]2[CH:18]=[CH:17][CH:16]=[CH:15][CH:14]=2)[N:8]2[CH2:11][CH:10]([OH:12])[CH2:9]2)[CH:6]=[CH:5][CH:4]=[CH:3][CH:2]=1.C(N(CC)CC)C.O.C(OCC)(=O)C. The catalyst is CS(C)=O. The product is [CH:7]([N:8]1[CH2:11][C:10](=[O:12])[CH2:9]1)([C:13]1[CH:18]=[CH:17][CH:16]=[CH:15][CH:14]=1)[C:1]1[CH:2]=[CH:3][CH:4]=[CH:5][CH:6]=1. The yield is 0.860. (3) The reactants are [Cl:1][C:2]1[C:3]([N+:16]([O-])=O)=[CH:4][C:5]([N+:13]([O-])=O)=[C:6](/[CH:8]=[CH:9]/N(C)C)[CH:7]=1. The catalyst is [Ni].CCO. The product is [Cl:1][C:2]1[CH:7]=[C:6]2[C:5](=[CH:4][C:3]=1[NH2:16])[NH:13][CH:9]=[CH:8]2. The yield is 0.160. (4) The reactants are [Br:1][C:2]1[CH:10]=[CH:9][CH:8]=[C:7]2[C:3]=1[CH2:4][NH:5][C:6]2=[O:11].[C:12](O[C:12]([O:14][C:15]([CH3:18])([CH3:17])[CH3:16])=[O:13])([O:14][C:15]([CH3:18])([CH3:17])[CH3:16])=[O:13].C(N(CC)CC)C. The catalyst is CN(C1C=CN=CC=1)C.ClCCl. The product is [C:15]([O:14][C:12]([N:5]1[CH2:4][C:3]2[C:7](=[CH:8][CH:9]=[CH:10][C:2]=2[Br:1])[C:6]1=[O:11])=[O:13])([CH3:18])([CH3:17])[CH3:16]. The yield is 0.990. (5) The reactants are [CH2:1]([O:8][C:9]1[C:10](=[O:16])[CH:11]=[C:12]([CH3:15])[NH:13][CH:14]=1)[C:2]1[CH:7]=[CH:6][CH:5]=[CH:4][CH:3]=1.[OH-].[Na+].[Cl:19][O-].[Na+].Cl. No catalyst specified. The product is [CH2:1]([O:8][C:9]1[C:10](=[O:16])[C:11]([Cl:19])=[C:12]([CH3:15])[NH:13][CH:14]=1)[C:2]1[CH:3]=[CH:4][CH:5]=[CH:6][CH:7]=1. The yield is 0.860.